Dataset: NCI-60 drug combinations with 297,098 pairs across 59 cell lines. Task: Regression. Given two drug SMILES strings and cell line genomic features, predict the synergy score measuring deviation from expected non-interaction effect. (1) Drug 1: C1=CC(=C2C(=C1NCCNCCO)C(=O)C3=C(C=CC(=C3C2=O)O)O)NCCNCCO. Drug 2: C1CN(P(=O)(OC1)NCCCl)CCCl. Cell line: NCI-H522. Synergy scores: CSS=47.6, Synergy_ZIP=0.808, Synergy_Bliss=0.958, Synergy_Loewe=-58.7, Synergy_HSA=1.50. (2) Drug 1: CCCCC(=O)OCC(=O)C1(CC(C2=C(C1)C(=C3C(=C2O)C(=O)C4=C(C3=O)C=CC=C4OC)O)OC5CC(C(C(O5)C)O)NC(=O)C(F)(F)F)O. Drug 2: CCC1(C2=C(COC1=O)C(=O)N3CC4=CC5=C(C=CC(=C5CN(C)C)O)N=C4C3=C2)O.Cl. Cell line: OVCAR-8. Synergy scores: CSS=35.0, Synergy_ZIP=-10.2, Synergy_Bliss=0.740, Synergy_Loewe=-1.04, Synergy_HSA=1.86. (3) Drug 1: CC(C1=C(C=CC(=C1Cl)F)Cl)OC2=C(N=CC(=C2)C3=CN(N=C3)C4CCNCC4)N. Drug 2: CS(=O)(=O)OCCCCOS(=O)(=O)C. Cell line: A498. Synergy scores: CSS=6.61, Synergy_ZIP=-3.09, Synergy_Bliss=-2.60, Synergy_Loewe=-6.49, Synergy_HSA=-2.99. (4) Drug 1: CC1=C2C(C(=O)C3(C(CC4C(C3C(C(C2(C)C)(CC1OC(=O)C(C(C5=CC=CC=C5)NC(=O)OC(C)(C)C)O)O)OC(=O)C6=CC=CC=C6)(CO4)OC(=O)C)O)C)O. Drug 2: C1CN(CCN1C(=O)CCBr)C(=O)CCBr. Cell line: A549. Synergy scores: CSS=29.0, Synergy_ZIP=-3.02, Synergy_Bliss=-8.41, Synergy_Loewe=-3.04, Synergy_HSA=-3.94. (5) Drug 1: CS(=O)(=O)C1=CC(=C(C=C1)C(=O)NC2=CC(=C(C=C2)Cl)C3=CC=CC=N3)Cl. Drug 2: CN(C)C1=NC(=NC(=N1)N(C)C)N(C)C. Cell line: UACC62. Synergy scores: CSS=-2.43, Synergy_ZIP=0.0608, Synergy_Bliss=-2.51, Synergy_Loewe=-5.08, Synergy_HSA=-3.99. (6) Drug 1: CC1=C(C(CCC1)(C)C)C=CC(=CC=CC(=CC(=O)O)C)C. Drug 2: C1=CC=C(C=C1)NC(=O)CCCCCCC(=O)NO. Cell line: SK-MEL-28. Synergy scores: CSS=21.0, Synergy_ZIP=-5.88, Synergy_Bliss=2.48, Synergy_Loewe=-25.2, Synergy_HSA=-4.43. (7) Drug 1: CN(C)N=NC1=C(NC=N1)C(=O)N. Drug 2: C1=NC(=NC(=O)N1C2C(C(C(O2)CO)O)O)N. Cell line: A549. Synergy scores: CSS=-0.172, Synergy_ZIP=0.730, Synergy_Bliss=-0.590, Synergy_Loewe=-3.20, Synergy_HSA=-2.98. (8) Drug 1: C1=CC(=CC=C1CC(C(=O)O)N)N(CCCl)CCCl.Cl. Drug 2: CC1=C(C=C(C=C1)C(=O)NC2=CC(=CC(=C2)C(F)(F)F)N3C=C(N=C3)C)NC4=NC=CC(=N4)C5=CN=CC=C5. Cell line: NCI/ADR-RES. Synergy scores: CSS=10.5, Synergy_ZIP=-0.859, Synergy_Bliss=0.775, Synergy_Loewe=-1.46, Synergy_HSA=-1.54.